This data is from Catalyst prediction with 721,799 reactions and 888 catalyst types from USPTO. The task is: Predict which catalyst facilitates the given reaction. (1) Reactant: [F-].C([N+](CCCC)(CCCC)CCCC)CCC.[CH3:19][O:20][C:21](=[O:47])[CH2:22][CH2:23][CH2:24][C:25]#[C:26][CH2:27][C@@H:28]1[C@@H:32]([CH2:33][OH:34])[CH2:31][N:30]([CH2:35][C:36]2[CH:41]=[CH:40][C:39]([O:42][CH3:43])=[CH:38][C:37]=2[O:44][CH3:45])[C:29]1=[O:46].COC(=O)CCCC#CC[C@@H]1[C@@H](CO[Si](C(C)(C)C)(C)C)CN(CC2C=CC(OC)=CC=2OC)C1=O. The catalyst class is: 1. Product: [CH3:19][O:20][C:21](=[O:47])[CH2:22][CH2:23][CH2:24][C:25]#[C:26][CH2:27][C@@H:28]1[C@@H:32]([CH2:33][OH:34])[CH2:31][N:30]([CH2:35][C:36]2[CH:41]=[CH:40][C:39]([O:42][CH3:43])=[CH:38][C:37]=2[O:44][CH3:45])[C:29]1=[O:46]. (2) Reactant: [NH:1]1[CH2:7][CH2:6][CH2:5][C@H:2]1[CH2:3][OH:4].[CH:8]1[C:20]2[CH:19]([CH2:21][O:22][C:23](ON3C(=O)CCC3=O)=[O:24])[C:18]3[C:13](=[CH:14][CH:15]=[CH:16][CH:17]=3)[C:12]=2[CH:11]=[CH:10][CH:9]=1. Product: [C:23]([N:1]1[CH2:7][CH2:6][CH2:5][C@H:2]1[CH2:3][OH:4])([O:22][CH2:21][CH:19]1[C:18]2[C:13](=[CH:14][CH:15]=[CH:16][CH:17]=2)[C:12]2[C:20]1=[CH:8][CH:9]=[CH:10][CH:11]=2)=[O:24]. The catalyst class is: 90. (3) Reactant: [C:1](/[CH:3]=[CH:4]/[S:5]([C:8]1[CH:13]=[CH:12][C:11]([C:14]([CH3:19])([CH3:18])[C:15]([OH:17])=O)=[CH:10][CH:9]=1)(=[O:7])=[O:6])#[N:2].[F:20][C:21]1[CH:28]=[CH:27][C:24]([CH2:25][NH2:26])=[CH:23][CH:22]=1.Cl.CN(C)CCCN=C=NCC.ON1C2C=CC=CC=2N=N1. Product: [C:1](/[CH:3]=[CH:4]/[S:5]([C:8]1[CH:9]=[CH:10][C:11]([C:14]([CH3:19])([CH3:18])[C:15]([NH:26][CH2:25][C:24]2[CH:27]=[CH:28][C:21]([F:20])=[CH:22][CH:23]=2)=[O:17])=[CH:12][CH:13]=1)(=[O:6])=[O:7])#[N:2]. The catalyst class is: 2. (4) Reactant: [OH:1][CH2:2][C:3]1([CH2:6][OH:7])[CH2:5][CH2:4]1.O[N:9]1[C:13](=[O:14])[C:12]2=[CH:15][CH:16]=[CH:17][CH:18]=[C:11]2[C:10]1=[O:19].C1(P(C2C=CC=CC=2)C2C=CC=CC=2)C=CC=CC=1.N(C(OCC)=O)=NC(OCC)=O. Product: [OH:1][CH2:2][C:3]1([CH2:6][O:7][N:9]2[C:13](=[O:14])[C:12]3[C:11](=[CH:18][CH:17]=[CH:16][CH:15]=3)[C:10]2=[O:19])[CH2:5][CH2:4]1. The catalyst class is: 7. (5) Reactant: [N+:1]([C:4]1[CH:5]=[C:6]2[C:10](=[CH:11][CH:12]=1)[CH2:9][CH:8]([CH2:13][C:14]([OH:16])=[O:15])[CH2:7]2)([O-])=O.C(=O)(O)[O-].[Na+].S(=O)(=O)(O)O.[CH2:27](O)[CH3:28]. Product: [NH2:1][C:4]1[CH:5]=[C:6]2[C:10](=[CH:11][CH:12]=1)[CH2:9][CH:8]([CH2:13][C:14]([O:16][CH2:27][CH3:28])=[O:15])[CH2:7]2. The catalyst class is: 65. (6) Reactant: [N:1]1[CH:6]=[CH:5][C:4]([NH:7][C:8]([C:10]2[NH:11][C:12]3[C:17]([C:18]=2[C:19]2[CH:24]=[CH:23][CH:22]=[CH:21][CH:20]=2)=[CH:16][C:15]([N:25]=[CH:26][C:27]2[CH:32]=[CH:31][C:30]([C:33]([CH3:36])([CH3:35])[CH3:34])=[CH:29][CH:28]=2)=[CH:14][CH:13]=3)=[O:9])=[CH:3][CH:2]=1.[BH4-].[Na+].O. Product: [N:1]1[CH:6]=[CH:5][C:4]([NH:7][C:8]([C:10]2[NH:11][C:12]3[C:17]([C:18]=2[C:19]2[CH:24]=[CH:23][CH:22]=[CH:21][CH:20]=2)=[CH:16][C:15]([NH:25][CH2:26][C:27]2[CH:28]=[CH:29][C:30]([C:33]([CH3:36])([CH3:35])[CH3:34])=[CH:31][CH:32]=2)=[CH:14][CH:13]=3)=[O:9])=[CH:3][CH:2]=1. The catalyst class is: 5. (7) The catalyst class is: 12. Reactant: [C:1]([C:4]1[N:5]=[C:6]2[N:11]=[C:10]([CH3:12])[C:9]([CH2:13][NH:14][C:15](=[O:21])[O:16][C:17]([CH3:20])([CH3:19])[CH3:18])=[C:8]([C:22]3[CH:27]=[CH:26][C:25]([Cl:28])=[CH:24][C:23]=3[Cl:29])[N:7]2[CH:30]=1)(=O)[NH2:2].N1C=CC=CC=1.C(OC(C(F)(F)F)=O)(C(F)(F)F)=O. Product: [C:1]([C:4]1[N:5]=[C:6]2[N:11]=[C:10]([CH3:12])[C:9]([CH2:13][NH:14][C:15](=[O:21])[O:16][C:17]([CH3:20])([CH3:19])[CH3:18])=[C:8]([C:22]3[CH:27]=[CH:26][C:25]([Cl:28])=[CH:24][C:23]=3[Cl:29])[N:7]2[CH:30]=1)#[N:2]. (8) Reactant: [C:1]([C:3]1[CH:4]=[CH:5][C:6]([O:24][CH3:25])=[C:7]([S:9]([NH:12][CH2:13][CH2:14][C:15]2[CH:20]=[CH:19][C:18]([CH:21]([CH3:23])[CH3:22])=[CH:17][CH:16]=2)(=[O:11])=[O:10])[CH:8]=1)#[N:2].C(=O)([O-])[O-].[K+].[K+].Br[CH2:33][C:34]([O:36][CH2:37][CH3:38])=[O:35].O. The catalyst class is: 9. Product: [C:1]([C:3]1[CH:4]=[CH:5][C:6]([O:24][CH3:25])=[C:7]([S:9]([N:12]([CH2:33][C:34]([O:36][CH2:37][CH3:38])=[O:35])[CH2:13][CH2:14][C:15]2[CH:16]=[CH:17][C:18]([CH:21]([CH3:23])[CH3:22])=[CH:19][CH:20]=2)(=[O:11])=[O:10])[CH:8]=1)#[N:2].